Dataset: Forward reaction prediction with 1.9M reactions from USPTO patents (1976-2016). Task: Predict the product of the given reaction. (1) The product is: [CH:1]1([NH:4][C:5]([C:6]2[CH:11]=[CH:10][C:9]([C:12]3[N:16]4[CH:17]=[C:18]([C:25]5[CH:30]=[CH:29][CH:28]=[CH:27][CH:26]=5)[N:19]=[C:20]([NH:32][CH2:33][CH2:34][C:35]#[C:36][CH2:37][NH:38][C:39](=[O:45])[O:40][C:41]([CH3:43])([CH3:42])[CH3:44])[C:15]4=[N:14][CH:13]=3)=[CH:8][CH:7]=2)=[O:31])[CH2:3][CH2:2]1. Given the reactants [CH:1]1([NH:4][C:5](=[O:31])[C:6]2[CH:11]=[CH:10][C:9]([C:12]3[N:16]4[CH:17]=[C:18]([C:25]5[CH:30]=[CH:29][CH:28]=[CH:27][CH:26]=5)[N:19]=[C:20](S(C)(=O)=O)[C:15]4=[N:14][CH:13]=3)=[CH:8][CH:7]=2)[CH2:3][CH2:2]1.[NH2:32][CH2:33][CH2:34][C:35]#[C:36][CH2:37][NH:38][C:39](=[O:45])[O:40][C:41]([CH3:44])([CH3:43])[CH3:42].C1(C)C=CC=CC=1, predict the reaction product. (2) Given the reactants CS(C)=O.C(Cl)(=O)C(Cl)=O.[Si]([O:18][CH2:19][C@H:20]1[C@H:24]([C:25]2[CH:30]=[CH:29][CH:28]=[CH:27][CH:26]=2)[CH2:23][N:22]([C:31](=[O:36])[C:32]([F:35])([F:34])[F:33])[CH2:21]1)(C(C)(C)C)(C)C, predict the reaction product. The product is: [C:25]1([C@@H:24]2[CH2:23][N:22]([C:31](=[O:36])[C:32]([F:34])([F:35])[F:33])[CH2:21][C@H:20]2[CH2:19][OH:18])[CH:30]=[CH:29][CH:28]=[CH:27][CH:26]=1. (3) Given the reactants [C:1]([O:5][C:6]([N:8]1[CH2:13][CH2:12][CH2:11][C@H:10]([C:14]([OH:17])([CH3:16])[CH3:15])[CH2:9]1)=[O:7])([CH3:4])([CH3:3])[CH3:2].[H-].[Na+].C(N=[CH:25][C:26]1[CH:31]=[CH:30][CH:29]=[CH:28][C:27]=1F)(C)(C)C.[OH2:33], predict the reaction product. The product is: [C:1]([O:5][C:6]([N:8]1[CH2:13][CH2:12][CH2:11][C@H:10]([C:14]([O:17][C:27]2[CH:28]=[CH:29][CH:30]=[CH:31][C:26]=2[CH:25]=[O:33])([CH3:16])[CH3:15])[CH2:9]1)=[O:7])([CH3:4])([CH3:2])[CH3:3]. (4) Given the reactants [CH3:1][C@H:2]1[CH2:7][O:6][CH2:5][CH2:4][N:3]1[C:8]1[CH:13]=[C:12]([CH2:14][S:15]([CH3:18])(=[O:17])=[O:16])[N:11]=[C:10]([C:19]2[CH:25]=[CH:24][C:22]([NH2:23])=[CH:21][CH:20]=2)[N:9]=1.[CH2:26]([N:28]=[C:29]=[O:30])[CH3:27], predict the reaction product. The product is: [CH2:26]([NH:28][C:29](=[O:30])[NH:23][C:22]1[CH:24]=[CH:25][C:19]([C:10]2[N:9]=[C:8]([N:3]3[CH2:4][CH2:5][O:6][CH2:7][C@@H:2]3[CH3:1])[CH:13]=[C:12]([CH2:14][S:15]([CH3:18])(=[O:17])=[O:16])[N:11]=2)=[CH:20][CH:21]=1)[CH3:27]. (5) Given the reactants [Cl:1][C:2]1[CH:16]=CC=[C:4]([CH2:5]C2C=CC=CC=2C=O)[C:3]=1O.[C:18](=[O:21])([O-])[O-].[K+].[K+].CI.C([O:28][CH2:29][CH3:30])C, predict the reaction product. The product is: [Cl:1][C:2]1[C:16]([O:21][CH3:18])=[C:30]([CH:5]=[CH:4][CH:3]=1)[CH:29]=[O:28].